From a dataset of Catalyst prediction with 721,799 reactions and 888 catalyst types from USPTO. Predict which catalyst facilitates the given reaction. (1) Product: [Cl:1][C:2]1[C:3]([CH2:11][NH:12][C:14]2[N:19]=[C:18]([NH:20][C:21]3[CH:22]=[C:23]([CH:26]4[CH2:28][CH2:27]4)[NH:24][N:25]=3)[CH:17]=[CH:16][N:15]=2)=[CH:4][C:5]2[N:9]=[CH:8][NH:7][C:6]=2[CH:10]=1. Reactant: [Cl:1][C:2]1[C:3]([CH2:11][NH2:12])=[CH:4][C:5]2[N:9]=[CH:8][NH:7][C:6]=2[CH:10]=1.Cl[C:14]1[N:19]=[C:18]([NH:20][C:21]2[NH:25][N:24]=[C:23]([CH:26]3[CH2:28][CH2:27]3)[CH:22]=2)[CH:17]=[CH:16][N:15]=1.CCN(C(C)C)C(C)C. The catalyst class is: 41. (2) Reactant: [C:1]([C:3]1[CH:8]=[CH:7][CH:6]=[CH:5][C:4]=1[S:9]([N:12]1[CH2:18][CH2:17][CH2:16][CH:15]([NH:19][C:20]([C@@H:22]([NH:27]C(=O)OCC2C=CC=CC=2)[CH2:23][CH:24]([CH3:26])[CH3:25])=[O:21])[CH2:14][CH2:13]1)(=[O:11])=[O:10])#[N:2]. Product: [C:1]([C:3]1[CH:8]=[CH:7][CH:6]=[CH:5][C:4]=1[S:9]([N:12]1[CH2:18][CH2:17][CH2:16][CH:15]([NH:19][C:20](=[O:21])[C@H:22]([CH2:23][CH:24]([CH3:25])[CH3:26])[NH2:27])[CH2:14][CH2:13]1)(=[O:11])=[O:10])#[N:2]. The catalyst class is: 19.